From a dataset of NCI-60 drug combinations with 297,098 pairs across 59 cell lines. Regression. Given two drug SMILES strings and cell line genomic features, predict the synergy score measuring deviation from expected non-interaction effect. (1) Drug 1: CC12CCC3C(C1CCC2=O)CC(=C)C4=CC(=O)C=CC34C. Drug 2: C1C(C(OC1N2C=NC3=C(N=C(N=C32)Cl)N)CO)O. Cell line: RPMI-8226. Synergy scores: CSS=22.8, Synergy_ZIP=3.63, Synergy_Bliss=3.47, Synergy_Loewe=-1.60, Synergy_HSA=-2.32. (2) Drug 1: COC1=CC(=CC(=C1O)OC)C2C3C(COC3=O)C(C4=CC5=C(C=C24)OCO5)OC6C(C(C7C(O6)COC(O7)C8=CC=CS8)O)O. Drug 2: C1C(C(OC1N2C=NC3=C(N=C(N=C32)Cl)N)CO)O. Cell line: MOLT-4. Synergy scores: CSS=73.8, Synergy_ZIP=-1.17, Synergy_Bliss=-2.30, Synergy_Loewe=-2.74, Synergy_HSA=0.472. (3) Drug 1: C1=NC2=C(N1)C(=S)N=CN2. Drug 2: CC1CCC2CC(C(=CC=CC=CC(CC(C(=O)C(C(C(=CC(C(=O)CC(OC(=O)C3CCCCN3C(=O)C(=O)C1(O2)O)C(C)CC4CCC(C(C4)OC)O)C)C)O)OC)C)C)C)OC. Cell line: KM12. Synergy scores: CSS=5.04, Synergy_ZIP=-2.24, Synergy_Bliss=-0.466, Synergy_Loewe=-2.15, Synergy_HSA=-1.80. (4) Drug 1: CCC1=CC2CC(C3=C(CN(C2)C1)C4=CC=CC=C4N3)(C5=C(C=C6C(=C5)C78CCN9C7C(C=CC9)(C(C(C8N6C)(C(=O)OC)O)OC(=O)C)CC)OC)C(=O)OC.C(C(C(=O)O)O)(C(=O)O)O. Drug 2: CCN(CC)CCCC(C)NC1=C2C=C(C=CC2=NC3=C1C=CC(=C3)Cl)OC. Cell line: NCI-H322M. Synergy scores: CSS=31.3, Synergy_ZIP=1.45, Synergy_Bliss=3.47, Synergy_Loewe=-1.32, Synergy_HSA=5.93. (5) Drug 1: C1CCC(C1)C(CC#N)N2C=C(C=N2)C3=C4C=CNC4=NC=N3. Drug 2: C1CN(CCN1C(=O)CCBr)C(=O)CCBr. Cell line: NCI-H522. Synergy scores: CSS=16.5, Synergy_ZIP=-4.97, Synergy_Bliss=-1.61, Synergy_Loewe=-0.0642, Synergy_HSA=0.726. (6) Drug 1: C1=CN(C(=O)N=C1N)C2C(C(C(O2)CO)O)O.Cl. Drug 2: CC1C(C(CC(O1)OC2CC(CC3=C2C(=C4C(=C3O)C(=O)C5=CC=CC=C5C4=O)O)(C(=O)C)O)N)O. Cell line: CCRF-CEM. Synergy scores: CSS=64.0, Synergy_ZIP=-10.8, Synergy_Bliss=-28.0, Synergy_Loewe=26.3, Synergy_HSA=-23.7.